Dataset: Catalyst prediction with 721,799 reactions and 888 catalyst types from USPTO. Task: Predict which catalyst facilitates the given reaction. (1) Reactant: [F:1][C:2]1[CH:7]=[C:6]([N:8]2[CH2:13][CH2:12][O:11][CH2:10][CH2:9]2)[C:5]([F:14])=[CH:4][C:3]=1[N:15]1[CH:20]=[C:19]([O:21][CH3:22])[C:18](=[O:23])[C:17]([C:24](N(OC)C)=[O:25])=[N:16]1.[CH3:30][Mg+].[Br-]. Product: [C:24]([C:17]1[C:18](=[O:23])[C:19]([O:21][CH3:22])=[CH:20][N:15]([C:3]2[CH:4]=[C:5]([F:14])[C:6]([N:8]3[CH2:13][CH2:12][O:11][CH2:10][CH2:9]3)=[CH:7][C:2]=2[F:1])[N:16]=1)(=[O:25])[CH3:30]. The catalyst class is: 1. (2) Reactant: C(O)=O.[C:4](OC(=O)C)(=O)C.[Cl:11][C:12]1[CH:18]=[CH:17][C:15]([NH2:16])=[CH:14][C:13]=1[F:19]. Product: [Cl:11][C:12]1[CH:18]=[CH:17][C:15]([NH:16][CH3:4])=[CH:14][C:13]=1[F:19]. The catalyst class is: 1. (3) Reactant: [F:1][C:2]1([F:21])[CH2:6][N:5]([C:7]([O:9][C:10]([CH3:13])([CH3:12])[CH3:11])=[O:8])[C@@H:4]([CH:14]=[C:15]([CH3:20])[C:16]([O:18][CH3:19])=[O:17])[CH2:3]1. Product: [F:21][C:2]1([F:1])[CH2:6][N:5]([C:7]([O:9][C:10]([CH3:12])([CH3:13])[CH3:11])=[O:8])[C@@H:4]([CH2:14][CH:15]([CH3:20])[C:16]([O:18][CH3:19])=[O:17])[CH2:3]1. The catalyst class is: 43. (4) Reactant: [Br:1][C:2]1[S:3][C:4]([C:11]2[CH:16]=[CH:15][CH:14]=[CH:13][CH:12]=2)=[CH:5][C:6]=1[C:7]([O:9]C)=[O:8].[OH-].[Na+]. Product: [Br:1][C:2]1[S:3][C:4]([C:11]2[CH:12]=[CH:13][CH:14]=[CH:15][CH:16]=2)=[CH:5][C:6]=1[C:7]([OH:9])=[O:8]. The catalyst class is: 40. (5) Reactant: Cl[C:2]1[C:3]2[S:23](=[O:24])[CH2:22][CH2:21][C:4]=2[N:5]=[C:6]([N:8]2[CH2:13][CH2:12][N:11]([C:14]3[CH:19]=[CH:18][C:17]([Cl:20])=[CH:16][CH:15]=3)[CH2:10][CH2:9]2)[N:7]=1.C([SiH2][O:30][C:31](C)(C)[C@H:32]([NH2:48])[CH2:33][C:34]1[CH:39]=[CH:38][C:37]([O:40][Si](C(C)(C)C)(C)C)=[CH:36][CH:35]=1)(C)(C)C.C(N(C(C)C)CC)(C)C. Product: [Cl:20][C:17]1[CH:18]=[CH:19][C:14]([N:11]2[CH2:12][CH2:13][N:8]([C:6]3[N:7]=[C:2]([NH:48][C@@H:32]([CH2:31][OH:30])[CH2:33][C:34]4[CH:39]=[CH:38][C:37]([OH:40])=[CH:36][CH:35]=4)[C:3]4[S:23](=[O:24])[CH2:22][CH2:21][C:4]=4[N:5]=3)[CH2:9][CH2:10]2)=[CH:15][CH:16]=1. The catalyst class is: 12. (6) Product: [CH3:1][O:2][C:3](=[O:23])[C@@H:4]([N:11]1[C:20](=[O:21])[C:19]2[C:14](=[CH:15][CH:16]=[CH:17][CH:18]=2)[N:13]([CH2:36][C:28]2[C:29]3[C:34](=[CH:33][CH:32]=[CH:31][C:30]=3[CH3:35])[N:26]([CH3:25])[CH:27]=2)[C:12]1=[O:22])[C:5]1[CH:6]=[CH:7][CH:8]=[CH:9][CH:10]=1. The catalyst class is: 3. Reactant: [CH3:1][O:2][C:3](=[O:23])[C@@H:4]([N:11]1[C:20](=[O:21])[C:19]2[C:14](=[CH:15][CH:16]=[CH:17][CH:18]=2)[NH:13][C:12]1=[O:22])[C:5]1[CH:10]=[CH:9][CH:8]=[CH:7][CH:6]=1.[I-].[CH3:25][N:26]1[C:34]2[C:29](=[C:30]([CH3:35])[CH:31]=[CH:32][CH:33]=2)[C:28]([CH2:36][N+](C)(C)C)=[CH:27]1.C([O-])([O-])=O.[K+].[K+].CCOC(C)=O. (7) Reactant: [NH2:1][C:2]1[C:19](I)=[CH:18][C:5]([C:6]([N:8]=[S@@:9]([CH3:17])(=[O:16])[C:10]2[CH:15]=[CH:14][CH:13]=[CH:12][CH:11]=2)=[O:7])=[CH:4][N:3]=1.C(N(CC)CC)C.[CH3:28][Si:29]([C:32]#[CH:33])([CH3:31])[CH3:30]. Product: [NH2:1][C:2]1[C:19]([C:33]#[C:32][Si:29]([CH3:31])([CH3:30])[CH3:28])=[CH:18][C:5]([C:6]([N:8]=[S@@:9]([CH3:17])(=[O:16])[C:10]2[CH:15]=[CH:14][CH:13]=[CH:12][CH:11]=2)=[O:7])=[CH:4][N:3]=1. The catalyst class is: 538. (8) Reactant: C(O[BH-](OC(=O)C)OC(=O)C)(=O)C.[Na+].[NH2:15][C:16]1[C:21]2[C:22]([C:25]3[CH:26]=[C:27]4[C:31](=[CH:32][CH:33]=3)[N:30]([C:34](=[O:42])[CH2:35][C:36]3[CH:41]=[CH:40][CH:39]=[CH:38][CH:37]=3)[CH2:29][CH2:28]4)=[CH:23][S:24][C:20]=2[C:19]([C:43]2[CH:44]=[C:45]([CH:48]=[CH:49][CH:50]=2)[CH:46]=O)=[CH:18][N:17]=1.[CH3:51][NH:52][CH3:53].C1COCC1.C(O)(=O)C. Product: [CH3:51][N:52]([CH2:46][C:45]1[CH:44]=[C:43]([C:19]2[C:20]3[S:24][CH:23]=[C:22]([C:25]4[CH:26]=[C:27]5[C:31](=[CH:32][CH:33]=4)[N:30]([C:34](=[O:42])[CH2:35][C:36]4[CH:37]=[CH:38][CH:39]=[CH:40][CH:41]=4)[CH2:29][CH2:28]5)[C:21]=3[C:16]([NH2:15])=[N:17][CH:18]=2)[CH:50]=[CH:49][CH:48]=1)[CH3:53]. The catalyst class is: 26. (9) The catalyst class is: 8. Reactant: Cl[C:2]1[C:7]([Cl:8])=[C:6]([Cl:9])[N:5]=[CH:4][N:3]=1.[CH2:10]([NH:12][C:13]1[CH:18]=[CH:17][CH:16]=[CH:15][CH:14]=1)[CH3:11]. Product: [Cl:9][C:6]1[C:7]([Cl:8])=[C:2]([N:12]([CH2:10][CH3:11])[C:13]2[CH:18]=[CH:17][CH:16]=[CH:15][CH:14]=2)[N:3]=[CH:4][N:5]=1.